Dataset: Peptide-MHC class I binding affinity with 185,985 pairs from IEDB/IMGT. Task: Regression. Given a peptide amino acid sequence and an MHC pseudo amino acid sequence, predict their binding affinity value. This is MHC class I binding data. (1) The peptide sequence is LYAVTTAVL. The MHC is HLA-A69:01 with pseudo-sequence HLA-A69:01. The binding affinity (normalized) is 0.0847. (2) The peptide sequence is TSNWTGNYF. The MHC is HLA-A30:01 with pseudo-sequence HLA-A30:01. The binding affinity (normalized) is 0.286. (3) The peptide sequence is DVIKSISSI. The MHC is HLA-A02:06 with pseudo-sequence HLA-A02:06. The binding affinity (normalized) is 0.111. (4) The peptide sequence is GPKVKQWPL. The MHC is HLA-B35:01 with pseudo-sequence HLA-B35:01. The binding affinity (normalized) is 0. (5) The peptide sequence is EKRHRILDMYM. The MHC is Mamu-B03 with pseudo-sequence Mamu-B03. The binding affinity (normalized) is 0.367. (6) The peptide sequence is KQIPIWLPL. The MHC is HLA-A68:02 with pseudo-sequence HLA-A68:02. The binding affinity (normalized) is 0.0847. (7) The peptide sequence is FLILPQAKK. The MHC is HLA-B57:01 with pseudo-sequence HLA-B57:01. The binding affinity (normalized) is 0.0847. (8) The peptide sequence is SARNKLFKR. The MHC is HLA-A03:01 with pseudo-sequence HLA-A03:01. The binding affinity (normalized) is 0. (9) The MHC is HLA-A32:01 with pseudo-sequence HLA-A32:01. The peptide sequence is ETINEEAAEW. The binding affinity (normalized) is 0. (10) The peptide sequence is FIIFVLLAM. The MHC is HLA-A01:01 with pseudo-sequence HLA-A01:01. The binding affinity (normalized) is 0.